Dataset: Full USPTO retrosynthesis dataset with 1.9M reactions from patents (1976-2016). Task: Predict the reactants needed to synthesize the given product. (1) Given the product [N+:12]([C:11]1[C:10]([OH:28])=[C:6]([N+:7]([O-:9])=[O:8])[C:5]([OH:30])=[C:1]([N+:2]([O-:4])=[O:3])[C:15]=1[OH:16])([O-:14])=[O:13], predict the reactants needed to synthesize it. The reactants are: [C:1]1([C:15]([OH:16])=[C:11]([N+:12]([O-:14])=[O:13])[CH:10]=[C:6]([N+:7]([O-:9])=[O:8])[CH:5]=1)[N+:2]([O-:4])=[O:3].NN1C=NN=C1.C[O-].[Na+].CO.[OH-:28].[Na+].[OH2:30]. (2) Given the product [F:8][C:6]1[CH:5]=[C:4]([C@H:9]([CH:14]2[CH2:15][NH:16][CH2:17]2)[C:10]([F:13])([CH3:12])[CH3:11])[CH:3]=[C:2]([F:1])[CH:7]=1, predict the reactants needed to synthesize it. The reactants are: [F:1][C:2]1[CH:3]=[C:4]([C@H:9]([CH:14]2[CH2:17][N:16](C(C3C=CC=CC=3)C3C=CC=CC=3)[CH2:15]2)[C:10]([F:13])([CH3:12])[CH3:11])[CH:5]=[C:6]([F:8])[CH:7]=1.ClC(OC(Cl)C)=O. (3) Given the product [C:1]1([CH3:46])[CH:2]=[CH:3][C:4]([S:7][CH2:8][CH:9]([CH2:37][S:38][C:39]2[CH:40]=[CH:41][C:42]([CH3:45])=[CH:43][CH:44]=2)[C:10]([C:12]2[CH:36]=[CH:35][C:15]([C:16]([NH:18][CH:19]([CH2:27][C:28]([OH:30])=[O:29])[C:20]([OH:22])=[O:21])=[O:17])=[CH:14][CH:13]=2)=[O:11])=[CH:5][CH:6]=1, predict the reactants needed to synthesize it. The reactants are: [C:1]1([CH3:46])[CH:6]=[CH:5][C:4]([S:7][CH2:8][CH:9]([CH2:37][S:38][C:39]2[CH:44]=[CH:43][C:42]([CH3:45])=[CH:41][CH:40]=2)[C:10]([C:12]2[CH:36]=[CH:35][C:15]([C:16]([NH:18][CH:19]([CH2:27][C:28]([O:30]C(C)(C)C)=[O:29])[C:20]([O:22]C(C)(C)C)=[O:21])=[O:17])=[CH:14][CH:13]=2)=[O:11])=[CH:3][CH:2]=1.FC(F)(F)C(O)=O. (4) Given the product [C:24]([C:6]([N:7]([CH2:12][C:13]1[CH:14]=[CH:15][C:16]([B:32]([OH:35])[OH:33])=[CH:17][CH:18]=1)[CH2:8][CH2:9][CH2:10][F:11])=[O:20])([CH3:23])([CH3:25])[CH3:26], predict the reactants needed to synthesize it. The reactants are: C(O[C:6](=[O:20])[N:7]([CH2:12][C:13]1[CH:18]=[CH:17][C:16](Br)=[CH:15][CH:14]=1)[CH2:8][CH2:9][CH2:10][F:11])(C)(C)C.[Li]C[CH2:23][CH2:24][CH3:25].[CH3:26]CCCCC.[B:32](OC)([O:35]C)[O:33]C.Cl.